Dataset: Full USPTO retrosynthesis dataset with 1.9M reactions from patents (1976-2016). Task: Predict the reactants needed to synthesize the given product. (1) The reactants are: [F:1][C:2]1[CH:7]=[C:6]([S:8]([CH3:11])(=[O:10])=[O:9])[CH:5]=[CH:4][C:3]=1[NH:12][C@H:13]1[CH2:17][CH2:16][N:15]([CH:18]2[CH2:23][CH2:22][N:21]([C:24](=[NH:27])[NH:25][OH:26])[CH2:20][CH2:19]2)[C:14]1=[O:28].[F:29][CH:30]([F:39])[C:31](O[C:31](=O)[CH:30]([F:39])[F:29])=O. Given the product [F:29][CH:30]([F:39])[C:31]1[O:26][N:25]=[C:24]([N:21]2[CH2:22][CH2:23][CH:18]([N:15]3[CH2:16][CH2:17][C@H:13]([NH:12][C:3]4[CH:4]=[CH:5][C:6]([S:8]([CH3:11])(=[O:10])=[O:9])=[CH:7][C:2]=4[F:1])[C:14]3=[O:28])[CH2:19][CH2:20]2)[N:27]=1, predict the reactants needed to synthesize it. (2) Given the product [CH:1]([O:7][CH:8]([CH3:13])[CH3:9])([CH3:6])[CH3:2].[C:29]1([C:27]2[C:28]3[C:19](=[O:21])[CH:18]=[CH:22][NH:23][C:24]=3[S:25][CH:26]=2)[CH:30]=[CH:31][CH:32]=[CH:33][CH:34]=1, predict the reactants needed to synthesize it. The reactants are: [C:1]1([O:7][C:8]2[CH:13]=CC=C[CH:9]=2)[CH:6]=CC=C[CH:2]=1.CC1(C)O[C:19](=[O:21])[C:18](=[CH:22][NH:23][C:24]2[S:25][CH:26]=[C:27]([C:29]3[CH:34]=[CH:33][CH:32]=[CH:31][CH:30]=3)[CH:28]=2)C(=O)O1. (3) Given the product [ClH:22].[Cl:22][C:19]1[CH:20]=[CH:21][C:16]([N:11]2[CH2:10][CH:9]3[NH:8][CH:13]([CH2:14][CH2:15]3)[CH2:12]2)=[CH:17][CH:18]=1, predict the reactants needed to synthesize it. The reactants are: C([N:8]1[CH:13]2[CH2:14][CH2:15][CH:9]1[CH2:10][N:11]([C:16]1[CH:21]=[CH:20][C:19]([Cl:22])=[CH:18][CH:17]=1)[CH2:12]2)C1C=CC=CC=1. (4) Given the product [Br:10][C:11]1[CH:12]=[C:13]([CH:17]=[CH:18][C:19]=1[F:20])[C:14]([C:2]1[C:3]([C:8]#[N:9])=[N:4][CH:5]=[CH:6][CH:7]=1)=[O:15], predict the reactants needed to synthesize it. The reactants are: Br[C:2]1[C:3]([C:8]#[N:9])=[N:4][CH:5]=[CH:6][CH:7]=1.[Br:10][C:11]1[CH:12]=[C:13]([CH:17]=[CH:18][C:19]=1[F:20])[C:14](Cl)=[O:15]. (5) Given the product [CH2:30]([O:29][CH:5]([CH2:6][C:7]1[CH:12]=[CH:11][C:10]([O:13][CH2:14][CH2:15][C:16]2[S:20][C:19]([C:21]3[CH:26]=[CH:25][CH:24]=[CH:23][CH:22]=3)=[N:18][C:17]=2[CH3:27])=[CH:9][C:8]=1[CH3:28])[C:4]([OH:32])=[O:3])[CH3:31], predict the reactants needed to synthesize it. The reactants are: C([O:3][C:4](=[O:32])[CH:5]([O:29][CH2:30][CH3:31])[CH2:6][C:7]1[CH:12]=[CH:11][C:10]([O:13][CH2:14][CH2:15][C:16]2[S:20][C:19]([C:21]3[CH:26]=[CH:25][CH:24]=[CH:23][CH:22]=3)=[N:18][C:17]=2[CH3:27])=[CH:9][C:8]=1[CH3:28])C.[Li+].[OH-]. (6) Given the product [OH:26][C:21]1[N:20]=[C:19]([NH:18][C:2]2[CH:7]=[C:6]([C:8]([F:11])([F:10])[F:9])[N:5]=[C:4]([C:12]3[CH:13]=[N:14][CH:15]=[CH:16][CH:17]=3)[N:3]=2)[C:24]([CH3:25])=[CH:23][N:22]=1, predict the reactants needed to synthesize it. The reactants are: Cl[C:2]1[CH:7]=[C:6]([C:8]([F:11])([F:10])[F:9])[N:5]=[C:4]([C:12]2[CH:13]=[N:14][CH:15]=[CH:16][CH:17]=2)[N:3]=1.[NH2:18][C:19]1[C:24]([CH3:25])=[CH:23][N:22]=[C:21]([OH:26])[N:20]=1.